This data is from Full USPTO retrosynthesis dataset with 1.9M reactions from patents (1976-2016). The task is: Predict the reactants needed to synthesize the given product. (1) Given the product [OH:11][C@@H:10]1[C@@H:6]([CH2:5][OH:4])[O:7][CH:8]([N:15]2[CH:20]=[CH:19][N:18]=[C:17]([C:21]([NH2:23])=[O:22])[C:16]2=[O:24])[CH2:9]1, predict the reactants needed to synthesize it. The reactants are: C([O:4][CH2:5][C@@H:6]1[C@@H:10]([O:11]C(=O)C)[CH2:9][CH:8]([N:15]2[CH:20]=[CH:19][N:18]=[C:17]([C:21]([NH2:23])=[O:22])[C:16]2=[O:24])[O:7]1)(=O)C.C[O-].[Na+].Cl. (2) Given the product [P:21]([O:30][CH3:31])([O:19][CH2:18][N:11]1[C:12]2[C:17](=[CH:16][CH:15]=[CH:14][CH:13]=2)/[C:9](=[CH:8]/[C:3]2[NH:4][C:5]([CH3:7])=[CH:6][C:2]=2[CH3:1])/[C:10]1=[O:20])([O:22][CH2:23][C:24]1[CH:29]=[CH:28][CH:27]=[CH:26][CH:25]=1)=[O:38], predict the reactants needed to synthesize it. The reactants are: [CH3:1][C:2]1[CH:6]=[C:5]([CH3:7])[NH:4][C:3]=1/[CH:8]=[C:9]1\[C:10](=[O:20])[N:11]([CH2:18][OH:19])[C:12]2[C:17]\1=[CH:16][CH:15]=[CH:14][CH:13]=2.[P:21](Cl)(=[O:38])([O:30][CH2:31]C1C=CC=CC=1)[O:22][CH2:23][C:24]1[CH:29]=[CH:28][CH:27]=[CH:26][CH:25]=1.